Predict the reaction yield, written as a fraction of the theoretical maximum amount of product (1.0 means a 100% yield; for example, 0.34 means a 34% yield). From a dataset of Reaction yield outcomes from USPTO patents with 853,638 reactions. (1) The reactants are [C:1]([O:4]C(=O)C)(=[O:3])[CH3:2].[OH:8][C@H:9]1[CH2:26][CH2:25][C@@:24]2([CH3:27])[CH:11]([CH2:12][CH2:13][C@@H:14]3[C@@H:23]2[C:22](=[O:28])[CH2:21][C@@:19]2([CH3:20])[C@H:15]3[CH2:16][CH2:17][C:18]2=[O:29])[CH2:10]1. The catalyst is N1C=CC=CC=1. The product is [C:1]([OH:4])(=[O:3])[CH3:2].[OH:8][C@H:9]1[CH2:26][CH2:25][C@@:24]2([CH3:27])[CH:11]([CH2:12][CH2:13][C@@H:14]3[C@@H:23]2[C:22](=[O:28])[CH2:21][C@@:19]2([CH3:20])[C@H:15]3[CH2:16][CH2:17][C:18]2=[O:29])[CH2:10]1. The yield is 0.664. (2) The reactants are C([O:3][C:4](=O)[C:5]1[CH:10]=[CH:9][C:8]([Cl:11])=[C:7]([O:12][CH2:13][CH3:14])[CH:6]=1)C.[H-].C([Al+]CC(C)C)C(C)C. The catalyst is C1COCC1. The product is [Cl:11][C:8]1[CH:9]=[CH:10][C:5]([CH2:4][OH:3])=[CH:6][C:7]=1[O:12][CH2:13][CH3:14]. The yield is 1.00. (3) The reactants are [CH2:1]([OH:8])[C:2]1[CH:7]=[CH:6][CH:5]=[CH:4][CH:3]=1.[OH-].[Na+].[Br:11][CH2:12]/[CH:13]=[CH:14]/[CH2:15]Br. The catalyst is S(=O)(=O)(O)[O-].C([N+](CCCC)(CCCC)CCCC)CCC.O.C(Cl)Cl. The product is [Br:11][CH2:12]/[CH:13]=[CH:14]/[CH2:15][O:8][CH2:1][C:2]1[CH:7]=[CH:6][CH:5]=[CH:4][CH:3]=1. The yield is 0.480. (4) The reactants are [CH2:1]([C@@H:5]1[NH:10][CH2:9][C@H:8]([CH2:11][CH2:12]C)[NH:7][C:6]1=[O:14])[CH:2]([CH3:4])[CH3:3].[F:15][C:16]1[CH:21]=[C:20]([F:22])[CH:19]=[CH:18][C:17]=1[C@@H:23]1[CH2:25][C@H:24]1[C:26](O)=[O:27].C([C@@H]1N(C(=O)/C=C/C2C=CC=CC=2)C[C@H](CC(C)C)NC1=O)C(C)C. No catalyst specified. The product is [F:15][C:16]1[CH:21]=[C:20]([F:22])[CH:19]=[CH:18][C:17]=1[C@@H:23]1[CH2:25][C@H:24]1[C:26]([N:10]1[CH2:9][C@H:8]([CH2:11][CH3:12])[NH:7][C:6](=[O:14])[C@@H:5]1[CH2:1][CH:2]([CH3:3])[CH3:4])=[O:27]. The yield is 0.498.